From a dataset of Full USPTO retrosynthesis dataset with 1.9M reactions from patents (1976-2016). Predict the reactants needed to synthesize the given product. (1) The reactants are: [F:1][C:2]1[CH:9]=[C:8](Br)[CH:7]=[CH:6][C:3]=1[CH:4]=O.C[Li].CS(Cl)(=O)=O.S([O-])(=O)(=O)C.[N-]=[N+]=[N-].[Na+].[CH3:27][C:28](OC(OC(O[C:28]([CH3:30])([CH3:29])[CH3:27])=O)=O)([CH3:30])[CH3:29].[C:42](=[O:45])([O-:44])[NH2:43].[C:46]([O-])(=O)C.[K+].[B:51]1([B:51]2[O:55][C:54]([CH3:57])([CH3:56])[C:53]([CH3:59])([CH3:58])[O:52]2)[O:55][C:54]([CH3:57])([CH3:56])[C:53]([CH3:59])([CH3:58])[O:52]1. Given the product [F:1][C:2]1[CH:9]=[C:8]([B:51]2[O:55][C:54]([CH3:56])([CH3:57])[C:53]([CH3:59])([CH3:58])[O:52]2)[CH:7]=[CH:6][C:3]=1[CH:4]([NH:43][C:42](=[O:44])[O:45][C:28]([CH3:30])([CH3:29])[CH3:27])[CH3:46], predict the reactants needed to synthesize it. (2) Given the product [O:14]1[C:15]2[CH:21]=[CH:20][CH:19]=[CH:18][C:16]=2[N:17]=[C:13]1[N:9]1[CH2:10][CH2:11][N:12]([C:30]([NH:29][C:26]2[CH:27]=[CH:28][C:23]([Cl:22])=[CH:24][CH:25]=2)=[O:31])[CH:7]([C:1]2[CH:2]=[CH:3][CH:4]=[CH:5][CH:6]=2)[CH2:8]1, predict the reactants needed to synthesize it. The reactants are: [C:1]1([CH:7]2[NH:12][CH2:11][CH2:10][N:9]([C:13]3[O:14][C:15]4[CH:21]=[CH:20][CH:19]=[CH:18][C:16]=4[N:17]=3)[CH2:8]2)[CH:6]=[CH:5][CH:4]=[CH:3][CH:2]=1.[Cl:22][C:23]1[CH:28]=[CH:27][C:26]([N:29]=[C:30]=[O:31])=[CH:25][CH:24]=1. (3) Given the product [CH3:35][O:34][C:31]1[CH:32]=[C:33]2[C:28](=[CH:29][C:30]=1[O:36][CH3:37])[N:27]([CH3:38])[CH:26]=[C:25]2[C:23]1[NH:22][C:18]2=[N:19][CH:20]=[CH:21][C:16]([CH2:15][NH:6][S:7]([C:10]3[S:11][CH:12]=[CH:13][CH:14]=3)(=[O:9])=[O:8])=[C:17]2[CH:24]=1, predict the reactants needed to synthesize it. The reactants are: COC1C=C(OC)C=CC=1C[N:6]([CH2:15][C:16]1[CH:21]=[CH:20][N:19]=[C:18]2[NH:22][C:23]([C:25]3[C:33]4[C:28](=[CH:29][C:30]([O:36][CH3:37])=[C:31]([O:34][CH3:35])[CH:32]=4)[N:27]([CH3:38])[CH:26]=3)=[CH:24][C:17]=12)[S:7]([C:10]1[S:11][CH:12]=[CH:13][CH:14]=1)(=[O:9])=[O:8].C1(C)C=CC(S(O)(=O)=O)=CC=1. (4) Given the product [C@@H:1]1([N:9]2[CH:13]=[C:12]([C:27]#[C:26][CH2:25][NH:28][C:29](=[O:33])[CH:30]([Cl:32])[Cl:31])[CH:11]=[C:10]2[N+:15]([O-:17])=[O:16])[O:6][C@H:5]([CH2:7][OH:8])[C@@H:3]([OH:4])[CH2:2]1, predict the reactants needed to synthesize it. The reactants are: [C@@H:1]1([N:9]2[CH:13]=[C:12](I)[CH:11]=[C:10]2[N+:15]([O-:17])=[O:16])[O:6][C@H:5]([CH2:7][OH:8])[C@@H:3]([OH:4])[CH2:2]1.C(N(CC)CC)C.[CH2:25]([NH:28][C:29](=[O:33])[CH:30]([Cl:32])[Cl:31])[C:26]#[CH:27]. (5) Given the product [Cl:1][C:2]1[CH:7]=[C:6]([CH2:8][CH2:9][NH:10][C:11]2[N:16]=[C:15]([C:17]3[CH:22]=[CH:21][CH:20]=[C:19]([CH2:23][N:24]([CH2:31][CH3:32])[CH:25]4[CH2:30][CH2:29][N:28]([CH2:34][CH2:35][CH3:36])[CH2:27][CH2:26]4)[CH:18]=3)[CH:14]=[CH:13][N:12]=2)[CH:5]=[CH:4][C:3]=1[OH:33], predict the reactants needed to synthesize it. The reactants are: [Cl:1][C:2]1[CH:7]=[C:6]([CH2:8][CH2:9][NH:10][C:11]2[N:16]=[C:15]([C:17]3[CH:22]=[CH:21][CH:20]=[C:19]([CH2:23][N:24]([CH2:31][CH3:32])[CH:25]4[CH2:30][CH2:29][NH:28][CH2:27][CH2:26]4)[CH:18]=3)[CH:14]=[CH:13][N:12]=2)[CH:5]=[CH:4][C:3]=1[OH:33].[CH:34](=O)[CH2:35][CH3:36]. (6) Given the product [CH:26]1([N:25]2[C:24]3[CH:32]=[CH:33][C:34]([C:36]([OH:38])=[O:37])=[CH:35][C:23]=3[N:22]=[C:21]2[C:16]2[CH:17]=[C:18]3[C:13](=[CH:14][CH:15]=2)[N:12]=[C:11]([C:10]2[C:5]([C:4]4[CH:41]=[CH:42][C:43]([O:46][CH2:47][CH3:49])=[CH:2][CH:3]=4)=[CH:6][CH:7]=[C:8]([O:39][CH3:40])[CH:9]=2)[CH:20]=[CH:19]3)[CH2:27][CH2:28][CH2:29][CH2:30][CH2:31]1, predict the reactants needed to synthesize it. The reactants are: Cl[C:2]1[CH:3]=[C:4]([CH:41]=[CH:42][C:43]=1F)[C:5]1[C:10]([C:11]2[CH:20]=[CH:19][C:18]3[C:13](=[CH:14][CH:15]=[C:16]([C:21]4[N:25]([CH:26]5[CH2:31][CH2:30][CH2:29][CH2:28][CH2:27]5)[C:24]5[CH:32]=[CH:33][C:34]([C:36]([OH:38])=[O:37])=[CH:35][C:23]=5[N:22]=4)[CH:17]=3)[N:12]=2)=[CH:9][C:8]([O:39][CH3:40])=[CH:7][CH:6]=1.C[O:46][C:47]([C:49]1C=CC2N(C3CCCCC3)C(C3C=C4C(=CC=3)N=C(C3C=C(OC)C=CC=3Br)C=C4)=NC=2C=1)=O.C(OC1C=CC(B(O)O)=CC=1)C.